Task: Predict the reactants needed to synthesize the given product.. Dataset: Full USPTO retrosynthesis dataset with 1.9M reactions from patents (1976-2016) Given the product [Br:20][C:11]1[CH:10]=[CH:9][C:8]([S:7][CH3:6])=[C:19]2[C:12]=1[CH2:13][CH:14]1[CH2:18][O:17][N:16]=[C:15]12, predict the reactants needed to synthesize it. The reactants are: S(=O)(=O)(O)O.[CH3:6][S:7][C:8]1[CH:9]=[CH:10][CH:11]=[C:12]2[C:19]=1[C:15]1=[N:16][O:17][CH2:18][CH:14]1[CH2:13]2.[Br:20]Br.